From a dataset of CYP3A4 inhibition data for predicting drug metabolism from PubChem BioAssay. Regression/Classification. Given a drug SMILES string, predict its absorption, distribution, metabolism, or excretion properties. Task type varies by dataset: regression for continuous measurements (e.g., permeability, clearance, half-life) or binary classification for categorical outcomes (e.g., BBB penetration, CYP inhibition). Dataset: cyp3a4_veith. (1) The molecule is Cn1c(=O)c2[nH]c(CCCCC(=O)O)nc2n(C)c1=O. The result is 0 (non-inhibitor). (2) The drug is O=c1c(-c2ccccc2)nc2cnc(N3CCNCC3)nc2n1C1CC1. The result is 1 (inhibitor). (3) The compound is Cc1oc(/C=N/NC(=O)CN(c2ccccc2Br)S(C)(=O)=O)cc1Br. The result is 1 (inhibitor). (4) The compound is CCn1c(CCNC(=O)c2ccc(Cl)cc2Cl)n[nH]c1=S. The result is 1 (inhibitor). (5) The drug is O=C1COc2ccc(NC(=O)N3CCN(c4ccccc4Cl)CC3)cc2N1. The result is 0 (non-inhibitor).